Predict which catalyst facilitates the given reaction. From a dataset of Catalyst prediction with 721,799 reactions and 888 catalyst types from USPTO. Reactant: [I:1][C:2]1[CH:3]=[C:4]([CH:10]=[CH:11][CH:12]=1)[C:5]([CH2:7][C:8]#[N:9])=[O:6].[C:13]1([N:19](C2C=CC=CC=2)[CH:20]=N)[CH:18]=[CH:17][CH:16]=[CH:15][CH:14]=1. Product: [I:1][C:2]1[CH:3]=[C:4]([CH:10]=[CH:11][CH:12]=1)[C:5]([C:7](=[CH:20][NH:19][C:13]1[CH:18]=[CH:17][CH:16]=[CH:15][CH:14]=1)[C:8]#[N:9])=[O:6]. The catalyst class is: 691.